From a dataset of Reaction yield outcomes from USPTO patents with 853,638 reactions. Predict the reaction yield, written as a fraction of the theoretical maximum amount of product (1.0 means a 100% yield; for example, 0.34 means a 34% yield). (1) The reactants are O=[C:2]1[CH2:7][CH2:6][CH2:5][CH2:4][CH:3]1[NH:8][C:9]([C:11]1[S:12][C:13]2[C:19]([N:20]3[CH2:25][CH2:24][O:23][CH2:22][CH2:21]3)=[CH:18][CH:17]=[C:16]([O:26][CH3:27])[C:14]=2[N:15]=1)=O.FC(F)(F)C([O-])=O.[NH4+:35]. The catalyst is O. The product is [CH3:27][O:26][C:16]1[C:14]2[N:15]=[C:11]([C:9]3[NH:35][C:2]4[CH2:7][CH2:6][CH2:5][CH2:4][C:3]=4[N:8]=3)[S:12][C:13]=2[C:19]([N:20]2[CH2:21][CH2:22][O:23][CH2:24][CH2:25]2)=[CH:18][CH:17]=1. The yield is 0.390. (2) The reactants are [Cl:1][C:2]1[CH:3]=[N:4][NH:5][C:6](=[O:9])[C:7]=1[Cl:8].C(N(CC)C(C)C)(C)C.[CH3:19][O:20][CH2:21]Br.O. The catalyst is C(Cl)Cl. The product is [Cl:8][C:7]1[C:6](=[O:9])[N:5]([CH2:19][O:20][CH3:21])[N:4]=[CH:3][C:2]=1[Cl:1]. The yield is 0.748. (3) The product is [O:39]=[C:38]1[C:37]2[C:32](=[CH:33][CH:34]=[CH:35][CH:36]=2)[NH:31][CH:30]=[C:29]1[C:27]([NH:26][C:24]1[C:23]([C:40]([CH3:43])([CH3:42])[CH3:41])=[CH:22][C:21]([C:44]([CH3:46])([CH3:45])[CH3:47])=[C:20]([CH:25]=1)[O:19][P:9](=[O:8])([OH:10])[OH:18])=[O:28]. The yield is 0.850. The reactants are C([O:8][P:9]([O:19][C:20]1[CH:25]=[C:24]([NH:26][C:27]([C:29]2[C:38](=[O:39])[C:37]3[C:32](=[CH:33][CH:34]=[CH:35][CH:36]=3)[NH:31][CH:30]=2)=[O:28])[C:23]([C:40]([CH3:43])([CH3:42])[CH3:41])=[CH:22][C:21]=1[C:44]([CH3:47])([CH3:46])[CH3:45])(=[O:18])[O:10]CC1C=CC=CC=1)C1C=CC=CC=1. The catalyst is C(O)C. (4) The reactants are [F:1][C:2]1[N:7]=[CH:6][C:5]([CH:8]2[O:12][CH:11]([CH2:13][OH:14])[CH2:10][CH2:9]2)=[CH:4][CH:3]=1.[O:15]1[CH:20]=[CH:19][CH2:18][CH2:17][CH2:16]1.C1(C)C=CC(S(O)(=O)=O)=CC=1. The catalyst is ClCCl.C(=O)(O)[O-].[Na+]. The product is [F:1][C:2]1[CH:3]=[CH:4][C:5]([CH:8]2[CH2:9][CH2:10][CH:11]([CH2:13][O:14][CH:16]3[CH2:17][CH2:18][CH2:19][CH2:20][O:15]3)[O:12]2)=[CH:6][N:7]=1. The yield is 0.740. (5) The reactants are [CH:1]1([OH:5])[CH2:4][CH2:3][CH2:2]1.[H-].[Na+].[Cl:8][C:9]1[C:10](=[O:22])[N:11]([CH:16]2[CH2:21][CH2:20][CH2:19][CH2:18][O:17]2)[N:12]=[CH:13][C:14]=1Cl. The catalyst is O1CCCC1. The product is [Cl:8][C:9]1[C:10](=[O:22])[N:11]([CH:16]2[CH2:21][CH2:20][CH2:19][CH2:18][O:17]2)[N:12]=[CH:13][C:14]=1[O:5][CH:1]1[CH2:4][CH2:3][CH2:2]1. The yield is 0.720. (6) The reactants are [CH2:1]([O:8][CH2:9][CH2:10][CH2:11][O:12][C:13]1[CH:18]=[CH:17][CH:16]=[C:15]([CH:19]=[O:20])[C:14]=1OS(C(F)(F)F)(=O)=O)[C:2]1[CH:7]=[CH:6][CH:5]=[CH:4][CH:3]=1.[B:29]1([B:29]2[O:33][C:32]([CH3:35])([CH3:34])[C:31]([CH3:37])([CH3:36])[O:30]2)[O:33][C:32]([CH3:35])([CH3:34])[C:31]([CH3:37])([CH3:36])[O:30]1.CC([O-])=O.[K+].OC(C(O)(C)C)(C)C. The catalyst is O1CCOCC1.C1C=CC(P(C2C=CC=CC=2)[C-]2C=CC=C2)=CC=1.C1C=CC(P(C2C=CC=CC=2)[C-]2C=CC=C2)=CC=1.Cl[Pd]Cl.[Fe+2]. The product is [CH2:1]([O:8][CH2:9][CH2:10][CH2:11][O:12][C:13]1[C:14]([B:29]2[O:33][C:32]([CH3:35])([CH3:34])[C:31]([CH3:37])([CH3:36])[O:30]2)=[C:15]([CH:16]=[CH:17][CH:18]=1)[CH:19]=[O:20])[C:2]1[CH:7]=[CH:6][CH:5]=[CH:4][CH:3]=1. The yield is 0.430. (7) The reactants are [F:1][C:2]1[CH:7]=[CH:6][C:5]([CH:8]2[C:13]3=[N:14][NH:15][C:16](=[O:21])[C:17]4[CH:18]=[CH:19][CH:20]=[C:11]([C:12]=43)[NH:10][CH:9]2[C:22]2[CH:43]=[CH:42][C:25]([CH2:26][N:27]3[CH2:32][C@@H:31]([CH3:33])[N:30](C(OC(C)(C)C)=O)[C@H:29]([CH3:41])[CH2:28]3)=[CH:24][CH:23]=2)=[CH:4][CH:3]=1. The catalyst is Cl.CC#N. The product is [CH3:33][CH:31]1[NH:30][CH:29]([CH3:41])[CH2:28][N:27]([CH2:26][C:25]2[CH:42]=[CH:43][C:22]([CH:9]3[NH:10][C:11]4[C:12]5[C:13](=[N:14][NH:15][C:16](=[O:21])[C:17]=5[CH:18]=[CH:19][CH:20]=4)[CH:8]3[C:5]3[CH:4]=[CH:3][C:2]([F:1])=[CH:7][CH:6]=3)=[CH:23][CH:24]=2)[CH2:32]1. The yield is 0.530. (8) The reactants are [F:1][C:2]([F:7])([F:6])[C:3]([OH:5])=[O:4].FC(F)(F)C(O)=O.[Cl:15][C:16]1[CH:17]=[N:18][C:19]2[NH:20][C:21]3[CH:22]=[CH:23][CH:24]=[C:25]([CH:46]=3)[CH2:26][CH2:27][C:28]3[CH:36]=[C:32]([NH:33][C:34]=1[N:35]=2)[CH:31]=[CH:30][C:29]=3[NH:37][C:38]([CH:40]1[CH2:45][CH2:44][NH:43][CH2:42][CH2:41]1)=[O:39].[N:47]([CH:50]1[CH2:54][CH2:53][CH2:52][CH2:51]1)=[C:48]=[O:49]. No catalyst specified. The product is [F:1][C:2]([F:7])([F:6])[C:3]([OH:5])=[O:4].[Cl:15][C:16]1[CH:17]=[N:18][C:19]2[NH:20][C:21]3[CH:22]=[CH:23][CH:24]=[C:25]([CH:46]=3)[CH2:26][CH2:27][C:28]3[CH:36]=[C:32]([NH:33][C:34]=1[N:35]=2)[CH:31]=[CH:30][C:29]=3[NH:37][C:38]([CH:40]1[CH2:45][CH2:44][N:43]([C:48]([NH:47][CH:50]2[CH2:54][CH2:53][CH2:52][CH2:51]2)=[O:49])[CH2:42][CH2:41]1)=[O:39]. The yield is 0.310. (9) The reactants are C1(C)C=CC=CC=1.CC1(C)C(C)(C)OB([C:16]2[CH:24]=[CH:23][CH:22]=[C:21]3[C:17]=2[CH2:18][CH2:19][C:20]3=[O:25])O1.Cl[C:28]1[CH:33]=[CH:32][CH:31]=[CH:30][C:29]=1[N+:34]([O-:36])=[O:35].C([O-])([O-])=O.[Na+].[Na+]. The catalyst is C1C=CC([P]([Pd]([P](C2C=CC=CC=2)(C2C=CC=CC=2)C2C=CC=CC=2)([P](C2C=CC=CC=2)(C2C=CC=CC=2)C2C=CC=CC=2)[P](C2C=CC=CC=2)(C2C=CC=CC=2)C2C=CC=CC=2)(C2C=CC=CC=2)C2C=CC=CC=2)=CC=1.CCOC(C)=O.O. The product is [N+:34]([C:29]1[CH:30]=[CH:31][CH:32]=[CH:33][C:28]=1[C:16]1[CH:24]=[CH:23][CH:22]=[C:21]2[C:17]=1[CH2:18][CH2:19][C:20]2=[O:25])([O-:36])=[O:35]. The yield is 0.910. (10) The product is [Br:45][C:33]1[CH:32]=[C:31]2[C:36]([O:37][C@@H:38]3[C@@H:43]([C:30]42[CH2:29][O:28][C:27]([NH2:26])=[N:46]4)[CH2:42][CH:41]([O:5][CH:1]2[CH2:4][CH2:3][CH2:2]2)[CH2:40][CH2:39]3)=[CH:35][CH:34]=1. The yield is 0.860. The reactants are [CH:1]1([OH:5])[CH2:4][CH2:3][CH2:2]1.N1C(C)=CC=CC=1C.[Si](OS(C(F)(F)F)(=O)=O)(C)(C)C.[NH2:26][C:27]1[O:28][CH2:29][C:30]2([N:46]=1)[C@@H:43]1[C@H:38]([CH2:39][CH2:40][C:41](=O)[CH2:42]1)[O:37][C:36]1[C:31]2=[CH:32][C:33]([Br:45])=[CH:34][CH:35]=1.C([SiH](CC)CC)C. The catalyst is C(Cl)Cl.